This data is from Forward reaction prediction with 1.9M reactions from USPTO patents (1976-2016). The task is: Predict the product of the given reaction. (1) Given the reactants [Cl:1][C:2]1[C:3]([I:20])=[C:4]2[N:10]=[C:9]([C:11]3[CH:19]=[CH:18][C:14]([C:15]([OH:17])=O)=[CH:13][CH:12]=3)[NH:8][C:5]2=[N:6][CH:7]=1.[B-](F)(F)(F)F.CN(C(ON1C(=O)CCC1=O)=[N+](C)C)C.C(N(CC)CC)C.[NH:48]1[CH2:53][CH2:52][O:51][CH2:50][CH2:49]1.C(=O)(O)[O-].[Na+], predict the reaction product. The product is: [Cl:1][C:2]1[C:3]([I:20])=[C:4]2[N:10]=[C:9]([C:11]3[CH:12]=[CH:13][C:14]([C:15]([N:48]4[CH2:53][CH2:52][O:51][CH2:50][CH2:49]4)=[O:17])=[CH:18][CH:19]=3)[NH:8][C:5]2=[N:6][CH:7]=1. (2) Given the reactants [F:1][C:2]1[CH:7]=[C:6]([I:8])[CH:5]=[CH:4][C:3]=1[NH:9][C:10]1[C:14]2[CH:15]=[N:16][CH:17]=[CH:18][C:13]=2[NH:12][C:11]=1[C:19]([N:21]1C[CH2:24][C@@H:23]([OH:26])[CH2:22]1)=[O:20].Cl.N1CC(O)C1, predict the reaction product. The product is: [F:1][C:2]1[CH:7]=[C:6]([I:8])[CH:5]=[CH:4][C:3]=1[NH:9][C:10]1[C:14]2[CH:15]=[N:16][CH:17]=[CH:18][C:13]=2[NH:12][C:11]=1[C:19]([N:21]1[CH2:24][CH:23]([OH:26])[CH2:22]1)=[O:20]. (3) Given the reactants [OH:1][C:2]1[CH:7]=[C:6]([OH:8])[CH:5]=[CH:4][C:3]=1[C:9](=[O:18])[CH2:10][C:11]1[CH:16]=[CH:15][C:14]([OH:17])=[CH:13][CH:12]=1.[C:19](O[C:19](=O)[CH2:20][CH2:21][CH2:22][CH3:23])(=O)[CH2:20][CH2:21][CH2:22][CH3:23].O.Cl, predict the reaction product. The product is: [CH2:20]([C:19]1[O:1][C:2]2[C:3]([C:9](=[O:18])[C:10]=1[C:11]1[CH:16]=[CH:15][C:14]([OH:17])=[CH:13][CH:12]=1)=[CH:4][CH:5]=[C:6]([OH:8])[CH:7]=2)[CH2:21][CH2:22][CH3:23].